From a dataset of Catalyst prediction with 721,799 reactions and 888 catalyst types from USPTO. Predict which catalyst facilitates the given reaction. (1) Reactant: [NH2:1][C:2]1[CH:11]=[C:10]([N+:12]([O-:14])=[O:13])[CH:9]=[CH:8][C:3]=1[C:4]([O:6]C)=[O:5].[C:15]([C:18]1[CH:23]=[CH:22][CH:21]=[CH:20][CH:19]=1)(=O)[CH3:16].CC([O-])(C)C.[K+]. Product: [N+:12]([C:10]1[CH:9]=[CH:8][C:3]([C:4]([OH:6])=[O:5])=[C:2]2[C:11]=1[CH:16]=[C:15]([C:18]1[CH:23]=[CH:22][CH:21]=[CH:20][CH:19]=1)[NH:1]2)([O-:14])=[O:13]. The catalyst class is: 16. (2) Reactant: [NH2:1][CH:2]([CH:5]([CH3:10])[C:6]([F:9])([F:8])[F:7])[CH2:3][OH:4].C(N(CC)CC)C.Cl[C:19](Cl)([O:21]C(=O)OC(Cl)(Cl)Cl)Cl. Product: [F:7][C:6]([F:9])([F:8])[CH:5]([CH:2]1[CH2:3][O:4][C:19](=[O:21])[NH:1]1)[CH3:10]. The catalyst class is: 2. (3) Reactant: [CH2:1]([C:3]1[CH:12]=[CH:11][C:6]([C:7]([O:9]C)=[O:8])=[C:5]([O:13][CH3:14])[CH:4]=1)[CH3:2]. Product: [CH2:1]([C:3]1[CH:12]=[CH:11][C:6]([C:7]([OH:9])=[O:8])=[C:5]([O:13][CH3:14])[CH:4]=1)[CH3:2]. The catalyst class is: 74. (4) Reactant: [CH2:1]([CH:8]1[CH2:12][O:11][C:10](=[O:13])[N:9]1[C:14](=[O:30])[CH:15]([CH2:20][NH:21][O:22][CH2:23][C:24]1[CH:29]=[CH:28][CH:27]=[CH:26][CH:25]=1)[CH2:16][CH:17]([CH3:19])[CH3:18])[C:2]1[CH:7]=[CH:6][CH:5]=[CH:4][CH:3]=1.C(C(C(O)=O)C(O)=O)C(C)C.[C:42](O[C:42]([O:44][C:45]([CH3:48])([CH3:47])[CH3:46])=[O:43])([O:44][C:45]([CH3:48])([CH3:47])[CH3:46])=[O:43].C(N(CC)CC)C.Cl. Product: [C:45]([O:44][C:42](=[O:43])[N:21]([CH2:20][C@@H:15]([C:14]([N:9]1[C@H:8]([CH2:1][C:2]2[CH:3]=[CH:4][CH:5]=[CH:6][CH:7]=2)[CH2:12][O:11][C:10]1=[O:13])=[O:30])[CH2:16][CH:17]([CH3:19])[CH3:18])[O:22][CH2:23][C:24]1[CH:29]=[CH:28][CH:27]=[CH:26][CH:25]=1)([CH3:48])([CH3:47])[CH3:46]. The catalyst class is: 64.